This data is from Full USPTO retrosynthesis dataset with 1.9M reactions from patents (1976-2016). The task is: Predict the reactants needed to synthesize the given product. Given the product [O:1]1[CH:5]=[CH:4][N:3]=[C:2]1[C:6]1[CH:13]=[CH:12][C:9]([CH:10]=[N+:20]([C:14]2[CH:19]=[CH:18][CH:17]=[CH:16][CH:15]=2)[O-:21])=[CH:8][CH:7]=1, predict the reactants needed to synthesize it. The reactants are: [O:1]1[CH:5]=[CH:4][N:3]=[C:2]1[C:6]1[CH:13]=[CH:12][C:9]([CH:10]=O)=[CH:8][CH:7]=1.[C:14]1([NH:20][OH:21])[CH:19]=[CH:18][CH:17]=[CH:16][CH:15]=1.